From a dataset of Forward reaction prediction with 1.9M reactions from USPTO patents (1976-2016). Predict the product of the given reaction. (1) Given the reactants [CH3:1][C:2]1[C:6]([C:7]2[CH:12]=[C:11]([NH2:13])[C:10]([NH2:14])=[C:9]([I:15])[CH:8]=2)=[C:5]([CH3:16])[O:4][N:3]=1.O.C(=O)(O)[O-].[Na+].[N:23]#[C:24]Br, predict the reaction product. The product is: [CH3:1][C:2]1[C:6]([C:7]2[CH:8]=[C:9]([I:15])[C:10]3[N:14]=[C:24]([NH2:23])[NH:13][C:11]=3[CH:12]=2)=[C:5]([CH3:16])[O:4][N:3]=1. (2) Given the reactants [Cl:1][C:2]1[CH:7]=[C:6]([C:8]2[CH:13]=[N:12][CH:11]=[C:10]([CH3:14])[N:9]=2)[CH:5]=[CH:4][C:3]=1[C:15]1[C:26](=[O:27])[N:25]([CH2:28][CH2:29][C@H:30]2[CH2:34][O:33][C:32]([CH3:36])([CH3:35])[O:31]2)[C:18]2[N:19]=[C:20]([S:23][CH3:24])[N:21]=[CH:22][C:17]=2[CH:16]=1.C1C=C(Cl)C=C(C(OO)=[O:45])C=1.C([O-])(O)=O.[Na+], predict the reaction product. The product is: [Cl:1][C:2]1[CH:7]=[C:6]([C:8]2[CH:13]=[N:12][CH:11]=[C:10]([CH3:14])[N:9]=2)[CH:5]=[CH:4][C:3]=1[C:15]1[C:26](=[O:27])[N:25]([CH2:28][CH2:29][C@H:30]2[CH2:34][O:33][C:32]([CH3:36])([CH3:35])[O:31]2)[C:18]2[N:19]=[C:20]([S:23]([CH3:24])=[O:45])[N:21]=[CH:22][C:17]=2[CH:16]=1. (3) Given the reactants Br[CH2:2][C:3]([N:5]1[CH2:11][CH2:10][C:9]2[CH:12]=[CH:13][C:14]([C:16]3[S:20][C:19]([C:21]4[CH:22]=[CH:23][C:24]([O:29][CH:30]([CH3:32])[CH3:31])=[C:25]([CH:28]=4)[C:26]#[N:27])=[N:18][N:17]=3)=[CH:15][C:8]=2[CH2:7][CH2:6]1)=[O:4].C(=O)([O-])[O-].[K+].[K+].[NH2:39][CH2:40][CH2:41][OH:42], predict the reaction product. The product is: [OH:42][CH2:41][CH2:40][NH:39][CH2:2][C:3]([N:5]1[CH2:11][CH2:10][C:9]2[CH:12]=[CH:13][C:14]([C:16]3[S:20][C:19]([C:21]4[CH:22]=[CH:23][C:24]([O:29][CH:30]([CH3:32])[CH3:31])=[C:25]([CH:28]=4)[C:26]#[N:27])=[N:18][N:17]=3)=[CH:15][C:8]=2[CH2:7][CH2:6]1)=[O:4]. (4) Given the reactants Cl[C:2]1[C:11]2[C:6](=[CH:7][C:8]([I:12])=[CH:9][CH:10]=2)[N:5]=[C:4]([CH3:13])[CH:3]=1.[NH:14]1[CH2:18][CH2:17][CH2:16][CH2:15]1.N1C=CC=CC=1.[I-].[K+], predict the reaction product. The product is: [I:12][C:8]1[CH:7]=[C:6]2[C:11]([C:2]([N:14]3[CH2:18][CH2:17][CH2:16][CH2:15]3)=[CH:3][C:4]([CH3:13])=[N:5]2)=[CH:10][CH:9]=1. (5) Given the reactants [CH3:1][O:2][C:3](=[O:13])[C@@H:4]([NH2:12])[CH2:5][CH:6]1[CH2:11][CH2:10][CH2:9][CH2:8][CH2:7]1.C(N(CC)C(C)C)(C)C.C([O:25][C:26](=O)/[CH:27]=[C:28](/[O:31][C:32]1[CH:37]=[CH:36][CH:35]=[C:34]([O:38][C:39]([F:42])([F:41])[F:40])[CH:33]=1)\[CH2:29]Br)C, predict the reaction product. The product is: [CH3:1][O:2][C:3](=[O:13])[C@@H:4]([N:12]1[CH2:29][C:28]([O:31][C:32]2[CH:37]=[CH:36][CH:35]=[C:34]([O:38][C:39]([F:41])([F:42])[F:40])[CH:33]=2)=[CH:27][C:26]1=[O:25])[CH2:5][CH:6]1[CH2:11][CH2:10][CH2:9][CH2:8][CH2:7]1. (6) Given the reactants [CH3:1][N:2]1[C:7]2=[N:8][C:9](S(C)(=O)=O)=[N:10][CH:11]=[C:6]2[CH2:5][N:4]([C:16]2[CH:21]=[CH:20][CH:19]=[CH:18][CH:17]=2)[C:3]1=[O:22].[CH3:23][O:24][C:25]1[CH:31]=[CH:30][C:29]([N+:32]([O-:34])=[O:33])=[CH:28][C:26]=1[NH2:27].C(O)(C(F)(F)F)=O, predict the reaction product. The product is: [CH3:23][O:24][C:25]1[CH:31]=[CH:30][C:29]([N+:32]([O-:34])=[O:33])=[CH:28][C:26]=1[NH:27][C:9]1[N:8]=[C:7]2[N:2]([CH3:1])[C:3](=[O:22])[N:4]([C:16]3[CH:21]=[CH:20][CH:19]=[CH:18][CH:17]=3)[CH2:5][C:6]2=[CH:11][N:10]=1. (7) Given the reactants [F:1][C:2]([F:53])([F:52])[C:3]1[CH:4]=[C:5]([CH:45]=[C:46]([C:48]([F:51])([F:50])[F:49])[CH:47]=1)[CH2:6][N:7]([CH2:18][C:19]1[CH:24]=[C:23]([C:25]([F:28])([F:27])[F:26])[CH:22]=[CH:21][C:20]=1[N:29]([CH2:32][C@H:33]1[CH2:38][CH2:37][C@H:36]([CH2:39][C:40]([O:42]CC)=[O:41])[CH2:35][CH2:34]1)[CH2:30][CH3:31])[C:8]1[N:13]=[CH:12][C:11]([O:14][CH2:15][CH2:16][OH:17])=[CH:10][N:9]=1.[OH-].[Na+].Cl.C(OCC)(=O)C, predict the reaction product. The product is: [F:53][C:2]([F:1])([F:52])[C:3]1[CH:4]=[C:5]([CH:45]=[C:46]([C:48]([F:49])([F:50])[F:51])[CH:47]=1)[CH2:6][N:7]([CH2:18][C:19]1[CH:24]=[C:23]([C:25]([F:28])([F:27])[F:26])[CH:22]=[CH:21][C:20]=1[N:29]([CH2:32][C@H:33]1[CH2:34][CH2:35][C@H:36]([CH2:39][C:40]([OH:42])=[O:41])[CH2:37][CH2:38]1)[CH2:30][CH3:31])[C:8]1[N:9]=[CH:10][C:11]([O:14][CH2:15][CH2:16][OH:17])=[CH:12][N:13]=1.